Regression. Given a peptide amino acid sequence and an MHC pseudo amino acid sequence, predict their binding affinity value. This is MHC class II binding data. From a dataset of Peptide-MHC class II binding affinity with 134,281 pairs from IEDB. (1) The peptide sequence is EMPSEEGYQDYEPEA. The MHC is HLA-DPA10201-DPB11401 with pseudo-sequence HLA-DPA10201-DPB11401. The binding affinity (normalized) is 0. (2) The peptide sequence is NRQLYPEWTEAQRLD. The MHC is DRB1_0901 with pseudo-sequence DRB1_0901. The binding affinity (normalized) is 0.0309. (3) The peptide sequence is LDISLETVAIDRPAE. The MHC is DRB1_1302 with pseudo-sequence DRB1_1302. The binding affinity (normalized) is 0.251. (4) The peptide sequence is PAADKFKTFEAAFTS. The MHC is HLA-DQA10201-DQB10202 with pseudo-sequence HLA-DQA10201-DQB10202. The binding affinity (normalized) is 0.115. (5) The peptide sequence is NFKVAATAANAAPAN. The MHC is DRB1_0401 with pseudo-sequence DRB1_0401. The binding affinity (normalized) is 0.633.